This data is from Catalyst prediction with 721,799 reactions and 888 catalyst types from USPTO. The task is: Predict which catalyst facilitates the given reaction. (1) Reactant: [CH2:1]1[C:11]2[C:6](=[CH:7][CH:8]=[CH:9][CH:10]=2)[NH:5][C:3](=[O:4])[CH2:2]1.[I:12]Cl. Product: [I:12][C:9]1[CH:10]=[C:11]2[C:6](=[CH:7][CH:8]=1)[NH:5][C:3](=[O:4])[CH:2]=[CH:1]2. The catalyst class is: 15. (2) Reactant: CC([CH:5]1[C@@H:10]([NH2:11])[CH2:9][CH2:8][CH2:7][N:6]1[C:12]([O-:14])=[O:13])(C)C.[O:15]1[CH2:19][CH2:18][CH:17]([CH:20]=O)[CH2:16]1. Product: [O:15]1[CH2:19][CH2:18][CH:17]([CH2:20][NH:11][C@H:10]2[CH2:9][CH2:8][CH2:7][N:6]([C:12]([O:14][C:17]([CH3:20])([CH3:18])[CH3:16])=[O:13])[CH2:5]2)[CH2:16]1. The catalyst class is: 63.